This data is from Catalyst prediction with 721,799 reactions and 888 catalyst types from USPTO. The task is: Predict which catalyst facilitates the given reaction. (1) Reactant: [CH3:1][C:2]([C:6]1[N:10]([CH2:11][CH:12]2[CH2:17][CH2:16][O:15][CH2:14][CH2:13]2)[C:9]2[CH:18]=[CH:19][C:20]([NH:22]C(=O)C)=[CH:21][C:8]=2[N:7]=1)([CH3:5])[CH2:3][CH3:4]. Product: [CH3:5][C:2]([C:6]1[N:10]([CH2:11][CH:12]2[CH2:13][CH2:14][O:15][CH2:16][CH2:17]2)[C:9]2[CH:18]=[CH:19][C:20]([NH2:22])=[CH:21][C:8]=2[N:7]=1)([CH3:1])[CH2:3][CH3:4]. The catalyst class is: 33. (2) Reactant: [CH3:1][N:2]([CH3:25])[CH2:3][CH2:4]COC1C=CC(C2SC(NC3C=CC=CC=3)=NC=2)=CC=1.[CH3:26][C:27]1[CH:28]=[C:29]([OH:44])[CH:30]=[CH:31][C:32]=1[NH:33][C:34]1[S:35][C:36]([C:39]2[CH:43]=[CH:42][S:41][CH:40]=2)=[CH:37][N:38]=1.Cl.ClCCN(C)C. Product: [CH3:1][N:2]([CH3:25])[CH2:3][CH2:4][O:44][C:29]1[CH:30]=[CH:31][C:32]([NH:33][C:34]2[S:35][C:36]([C:39]3[CH:43]=[CH:42][S:41][CH:40]=3)=[CH:37][N:38]=2)=[C:27]([CH3:26])[CH:28]=1. The catalyst class is: 61. (3) Reactant: [F:1][C:2]1[CH:7]=[CH:6][C:5]([C:8]2([C:26]3[CH:31]=[CH:30][C:29]([F:32])=[CH:28][CH:27]=3)[O:12][C:11](=[O:13])[N:10]([CH2:14][C:15]([O:17]CC)=[O:16])[C@H:9]2[C:20]2[CH:25]=[CH:24][CH:23]=[CH:22][CH:21]=2)=[CH:4][CH:3]=1.[OH-].[Na+]. Product: [F:32][C:29]1[CH:30]=[CH:31][C:26]([C:8]2([C:5]3[CH:4]=[CH:3][C:2]([F:1])=[CH:7][CH:6]=3)[O:12][C:11](=[O:13])[N:10]([CH2:14][C:15]([OH:17])=[O:16])[C@H:9]2[C:20]2[CH:25]=[CH:24][CH:23]=[CH:22][CH:21]=2)=[CH:27][CH:28]=1. The catalyst class is: 8. (4) The catalyst class is: 9. Product: [Cl:10][C:11]1[C:16]([N+:17]([O-:19])=[O:18])=[C:15]([NH:3][NH:2][C:1]([O:5][C:6]([CH3:9])([CH3:8])[CH3:7])=[O:4])[C:14]([CH3:21])=[C:13]([CH3:22])[N:12]=1. Reactant: [C:1]([O:5][C:6]([CH3:9])([CH3:8])[CH3:7])(=[O:4])[NH:2][NH2:3].[Cl:10][C:11]1[C:16]([N+:17]([O-:19])=[O:18])=[C:15](Cl)[C:14]([CH3:21])=[C:13]([CH3:22])[N:12]=1.C(N(CC)CC)C.O. (5) Reactant: [Cl:1][C:2]1[CH:7]=[CH:6][CH:5]=[C:4](I)[C:3]=1[C:9]1[NH:13][C:12](=[O:14])[N:11]([C:15]2[CH:34]=[CH:33][C:18]([C:19]([NH:21][C:22]3[CH:27]=[CH:26][C:25]([F:28])=[C:24]([C:29]([F:32])([F:31])[F:30])[CH:23]=3)=[O:20])=[C:17]([O:35][CH3:36])[CH:16]=2)[N:10]=1.[C:37]([Cu])#[N:38]. Product: [Cl:1][C:2]1[CH:7]=[CH:6][CH:5]=[C:4]([C:37]#[N:38])[C:3]=1[C:9]1[NH:13][C:12](=[O:14])[N:11]([C:15]2[CH:34]=[CH:33][C:18]([C:19]([NH:21][C:22]3[CH:27]=[CH:26][C:25]([F:28])=[C:24]([C:29]([F:32])([F:31])[F:30])[CH:23]=3)=[O:20])=[C:17]([O:35][CH3:36])[CH:16]=2)[N:10]=1. The catalyst class is: 3. (6) Reactant: [NH2:1][C:2]1[CH:6]=[C:5]([I:7])[S:4][C:3]=1[C:8]([O:10][CH3:11])=[O:9].N1C=CC=CC=1.[CH3:18][C@H:19]1[CH2:24][CH2:23][C@H:22]([C:25](Cl)=[O:26])[CH2:21][CH2:20]1.CCOC(C)=O.CCCCCC. Product: [I:7][C:5]1[S:4][C:3]([C:8]([O:10][CH3:11])=[O:9])=[C:2]([NH:1][C:25]([C@H:22]2[CH2:23][CH2:24][C@H:19]([CH3:18])[CH2:20][CH2:21]2)=[O:26])[CH:6]=1. The catalyst class is: 448. (7) The catalyst class is: 8. Product: [CH:43]([C:46]1[CH:51]=[CH:50][C:49]([NH:52][C:53]2[O:57][C:56]([C:58]([NH:60][C:61]3[CH:62]=[CH:63][C:64]([C:24]([O:27][C@@H:28]4[CH2:31][C@H:30]([C:32]([OH:34])=[O:33])[CH2:29]4)=[O:1])=[N:65][CH:66]=3)=[O:59])=[N:55][N:54]=2)=[CH:48][CH:47]=1)([CH3:45])[CH3:44].[CH:3]([C:6]1[CH:7]=[CH:8][C:9]([NH:12][C:13]2[O:17][C:16]([C:18]([NH:20][C:21]3[CH:22]=[CH:23][C:24]([O:27][C@H:28]4[CH2:29][C@H:30]([C:32]([OH:34])=[O:33])[CH2:31]4)=[N:25][CH:26]=3)=[O:19])=[N:15][N:14]=2)=[CH:10][CH:11]=1)([CH3:5])[CH3:4]. Reactant: [OH-:1].[Na+].[CH:3]([C:6]1[CH:11]=[CH:10][C:9]([NH:12][C:13]2[O:17][C:16]([C:18]([NH:20][C:21]3[CH:22]=[CH:23][C:24]([O:27][CH:28]4[CH2:31][CH:30]([C:32]([O:34]CCC5C=CC=CC=5)=[O:33])[CH2:29]4)=[N:25][CH:26]=3)=[O:19])=[N:15][N:14]=2)=[CH:8][CH:7]=1)([CH3:5])[CH3:4].[CH:43]([C:46]1[CH:51]=[CH:50][C:49]([NH:52][C:53]2[O:57][C:56]([C:58]([NH:60][C:61]3[CH:62]=[CH:63][C:64](OC4CC(C(O)=O)C4)=[N:65][CH:66]=3)=[O:59])=[N:55][N:54]=2)=[CH:48][CH:47]=1)([CH3:45])[CH3:44].